From a dataset of Forward reaction prediction with 1.9M reactions from USPTO patents (1976-2016). Predict the product of the given reaction. (1) Given the reactants [N+:1]([C:4]1[CH:5]=[N:6][NH:7][CH:8]=1)([O-:3])=[O:2].Br[C:10]1[CH:11]=[C:12]2[C:17](=[CH:18][CH:19]=1)[CH:16]=[N:15][CH:14]=[CH:13]2.C(P(C(C)(C)C)C1C=CC=CC=1C1C(C(C)C)=CC(C(C)C)=CC=1C(C)C)(C)(C)C.C(=O)([O-])[O-].[Cs+].[Cs+], predict the reaction product. The product is: [N+:1]([C:4]1[CH:5]=[N:6][N:7]([C:10]2[CH:11]=[C:12]3[C:17](=[CH:18][CH:19]=2)[CH:16]=[N:15][CH:14]=[CH:13]3)[CH:8]=1)([O-:3])=[O:2]. (2) The product is: [Cl:1][C:2]1[N:6]([CH2:11][CH:12]([CH3:14])[CH3:13])[C:5]2[CH:7]=[CH:8][CH:9]=[CH:10][C:4]=2[N:3]=1. Given the reactants [Cl:1][C:2]1[NH:3][C:4]2[CH:10]=[CH:9][CH:8]=[CH:7][C:5]=2[N:6]=1.[CH2:11](I)[CH:12]([CH3:14])[CH3:13], predict the reaction product. (3) Given the reactants C(Cl)(=O)C.[NH2:5][C:6]1[CH:11]=[CH:10][CH:9]=[CH:8][C:7]=1[C:12]1[N:16]([CH2:17][CH2:18][CH2:19][CH2:20][NH:21][S:22]([CH3:25])(=[O:24])=[O:23])[C:15]([CH2:26][CH3:27])=[N:14][C:13]=1[C:28]#[N:29], predict the reaction product. The product is: [NH2:29][C:28]1[C:13]2[N:14]=[C:15]([CH2:26][CH3:27])[N:16]([CH2:17][CH2:18][CH2:19][CH2:20][NH:21][S:22]([CH3:25])(=[O:24])=[O:23])[C:12]=2[C:7]2[CH:8]=[CH:9][CH:10]=[CH:11][C:6]=2[N:5]=1. (4) The product is: [CH2:1]([N:8]1[CH2:13][CH:14]([CH2:25][O:26][Si:27]([C:30]([CH3:32])([CH3:33])[CH3:31])([CH3:29])[CH3:28])[CH:15]([C:17]2[CH:22]=[CH:21][C:20]([Cl:23])=[C:19]([Cl:24])[CH:18]=2)[O:16][CH2:10][C:9]1=[O:12])[C:2]1[CH:7]=[CH:6][CH:5]=[CH:4][CH:3]=1. Given the reactants [CH2:1]([N:8]([CH2:13][CH:14]([CH2:25][O:26][Si:27]([C:30]([CH3:33])([CH3:32])[CH3:31])([CH3:29])[CH3:28])[CH:15]([C:17]1[CH:22]=[CH:21][C:20]([Cl:23])=[C:19]([Cl:24])[CH:18]=1)[OH:16])[C:9](=[O:12])[CH2:10]Cl)[C:2]1[CH:7]=[CH:6][CH:5]=[CH:4][CH:3]=1.CC(C)([O-])C.[Na+], predict the reaction product.